From a dataset of Catalyst prediction with 721,799 reactions and 888 catalyst types from USPTO. Predict which catalyst facilitates the given reaction. (1) Reactant: [C:1]1([C:20]2[CH:25]=[CH:24][CH:23]=[CH:22][CH:21]=2)[CH:6]=[CH:5][CH:4]=[C:3]([NH:7][C:8](=[O:19])[CH2:9][CH2:10][CH2:11][CH2:12][CH2:13][CH:14]2OCC[O:15]2)[CH:2]=1.CC1C=CC(S(O)(=O)=O)=CC=1.O. Product: [C:1]1([C:20]2[CH:25]=[CH:24][CH:23]=[CH:22][CH:21]=2)[CH:6]=[CH:5][CH:4]=[C:3]([NH:7][C:8](=[O:19])[CH2:9][CH2:10][CH2:11][CH2:12][CH2:13][CH:14]=[O:15])[CH:2]=1. The catalyst class is: 95. (2) Reactant: C1(C[C:8](C2C=NC=CC=2)=[O:9])C=CC=CC=1.[NH2:16][C:17]1[CH:22]=[CH:21][C:20]([C:23]2[NH:28][C:27](=[O:29])[NH:26][CH:25]([C:30]3[CH:35]=[C:34]([N+]([O-])=O)[C:33](O)=[C:32]([O:40]CC)[CH:31]=3)[C:24]=2[C:43]2[CH:48]=[CH:47][CH:46]=[CH:45][CH:44]=2)=[CH:19]C=1.NC(N)=[O:51].Cl. Product: [OH:40][C:32]1[CH:31]=[C:30]([CH:25]2[C:24]([C:43]3[CH:44]=[CH:45][CH:46]=[CH:47][CH:48]=3)=[C:23]([C:20]3[CH:19]=[N:16][CH:17]=[CH:22][CH:21]=3)[NH:28][C:27](=[O:29])[NH:26]2)[CH:35]=[CH:34][C:33]=1[C:8]([OH:9])=[O:51]. The catalyst class is: 14. (3) Product: [C:16]([O:15][C:13]([NH:12][CH:4]([CH2:5][CH2:6][N:7]1[N:8]=[CH:9][CH:10]=[N:11]1)[C:3]([OH:20])=[O:2])=[O:14])([CH3:19])([CH3:17])[CH3:18]. The catalyst class is: 5. Reactant: C[O:2][C:3](=[O:20])[CH:4]([NH:12][C:13]([O:15][C:16]([CH3:19])([CH3:18])[CH3:17])=[O:14])[CH2:5][CH2:6][N:7]1[N:11]=[CH:10][CH:9]=[N:8]1.[OH-].[Na+]. (4) Reactant: [C:1]([O:5][C:6](=[O:14])[NH:7][C:8]([CH3:13])([CH3:12])[CH2:9][CH2:10][OH:11])([CH3:4])([CH3:3])[CH3:2].CCN(CC)CC.N1C=CC=CC=1. Product: [C:1]([O:5][C:6](=[O:14])[NH:7][C:8]([CH3:13])([CH3:12])[CH2:9][CH:10]=[O:11])([CH3:4])([CH3:2])[CH3:3]. The catalyst class is: 550. (5) Reactant: [O:1]=[C:2]1[CH2:7][CH2:6][N:5](C(OCC[Si](C)(C)C)=O)[CH:4]([CH:17]=[CH2:18])[CH2:3]1.CCCC[N+](CCCC)(CCCC)CCCC.[F-]. Product: [CH:17]([CH:4]1[CH2:3][C:2](=[O:1])[CH2:7][CH2:6][NH:5]1)=[CH2:18]. The catalyst class is: 7. (6) Reactant: [OH:1][C:2]1[CH:3]=[C:4]2[C:9](=[CH:10][C:11]=1[O:12][CH3:13])[N:8]=[CH:7][NH:6][C:5]2=[O:14].O.[C:16](O)(=[O:18])[CH3:17]. Product: [C:16]([O:1][C:2]1[CH:3]=[C:4]2[C:9](=[CH:10][C:11]=1[O:12][CH3:13])[N:8]=[CH:7][NH:6][C:5]2=[O:14])(=[O:18])[CH3:17]. The catalyst class is: 201. (7) Reactant: Br[CH2:2][C:3](=O)[C:4]([CH3:7])([CH3:6])[CH3:5].[NH2:9][C:10]1[CH:15]=[CH:14][C:13]([N+:16]([O-:18])=[O:17])=[CH:12][N:11]=1. Product: [C:4]([C:3]1[N:9]=[C:10]2[CH:15]=[CH:14][C:13]([N+:16]([O-:18])=[O:17])=[CH:12][N:11]2[CH:2]=1)([CH3:7])([CH3:6])[CH3:5]. The catalyst class is: 13.